Dataset: Forward reaction prediction with 1.9M reactions from USPTO patents (1976-2016). Task: Predict the product of the given reaction. Given the reactants C(O)(C(F)(F)F)=O.[Cl:8][C:9]1[CH:14]=[CH:13][CH:12]=[C:11]([Cl:15])[C:10]=1[N:16]1[CH:46]=[CH:45][C:19]2[N:20]=[C:21]([NH:24][C:25]3[CH:30]=[CH:29][C:28]([N:31]4[CH2:36][CH2:35][N:34](C(OC(C)(C)C)=O)[CH2:33][CH2:32]4)=[C:27]([CH3:44])[CH:26]=3)[N:22]=[CH:23][C:18]=2[C:17]1=[O:47], predict the reaction product. The product is: [Cl:8][C:9]1[CH:14]=[CH:13][CH:12]=[C:11]([Cl:15])[C:10]=1[N:16]1[CH:46]=[CH:45][C:19]2[N:20]=[C:21]([NH:24][C:25]3[CH:30]=[CH:29][C:28]([N:31]4[CH2:36][CH2:35][NH:34][CH2:33][CH2:32]4)=[C:27]([CH3:44])[CH:26]=3)[N:22]=[CH:23][C:18]=2[C:17]1=[O:47].